This data is from Forward reaction prediction with 1.9M reactions from USPTO patents (1976-2016). The task is: Predict the product of the given reaction. (1) Given the reactants [Cl:1][C:2]1[C:7]2[S:8][C:9]([C:11](=[O:14])[CH2:12][CH3:13])=[CH:10][C:6]=2[CH:5]=[CH:4][CH:3]=1.[Br-:15].[Br-].[Br-].C1([N+](C)(C)C)C=CC=CC=1.C1([N+](C)(C)C)C=CC=CC=1.C1([N+](C)(C)C)C=CC=CC=1, predict the reaction product. The product is: [Br:15][CH:12]([CH3:13])[C:11]([C:9]1[S:8][C:7]2[C:2]([Cl:1])=[CH:3][CH:4]=[CH:5][C:6]=2[CH:10]=1)=[O:14]. (2) Given the reactants [Br:1][C:2]1[C:3]2[N:4]([C:9]([NH2:12])=[N:10][N:11]=2)[C:5]([Cl:8])=[CH:6][CH:7]=1.CCN(C(C)C)C(C)C.[CH3:22][S:23](Cl)(=[O:25])=[O:24], predict the reaction product. The product is: [Br:1][C:2]1[C:3]2[N:4]([C:9]([NH:12][S:23]([CH3:22])(=[O:25])=[O:24])=[N:10][N:11]=2)[C:5]([Cl:8])=[CH:6][CH:7]=1. (3) Given the reactants [NH2:1][C:2]1[C:7]([F:8])=[C:6]([C:9]2[CH:14]=[CH:13][C:12]([Cl:15])=[C:11]([F:16])[CH:10]=2)[N:5]=[C:4]([C:17]([O:19][CH3:20])=[O:18])[C:3]=1[Cl:21].[C:22](O[C:22]([O:24][C:25]([CH3:28])([CH3:27])[CH3:26])=[O:23])([O:24][C:25]([CH3:28])([CH3:27])[CH3:26])=[O:23], predict the reaction product. The product is: [C:25]([O:24][C:22]([N:1]([C:22]([O:24][C:25]([CH3:28])([CH3:27])[CH3:26])=[O:23])[C:2]1[C:7]([F:8])=[C:6]([C:9]2[CH:14]=[CH:13][C:12]([Cl:15])=[C:11]([F:16])[CH:10]=2)[N:5]=[C:4]([C:17]([O:19][CH3:20])=[O:18])[C:3]=1[Cl:21])=[O:23])([CH3:28])([CH3:27])[CH3:26]. (4) Given the reactants [N+:1]([C:4]1[CH:5]=[C:6]([CH:9]=[C:10]([N+:12]([O-:14])=[O:13])[CH:11]=1)[CH2:7][OH:8])([O-:3])=[O:2].[CH2:15]([CH:20]1[CH2:25][CH2:24][CH:23]([C:26]([O:28][C:29]2[CH:34]=[CH:33][C:32](/[CH:35]=[CH:36]/[C:37](O)=[O:38])=[CH:31][CH:30]=2)=[O:27])[CH2:22][CH2:21]1)[CH2:16][CH2:17][CH2:18][CH3:19].Cl.CN(C)CCCN=C=NCC, predict the reaction product. The product is: [CH2:15]([CH:20]1[CH2:21][CH2:22][CH:23]([C:26]([O:28][C:29]2[CH:34]=[CH:33][C:32](/[CH:35]=[CH:36]/[C:37]([O:8][CH2:7][C:6]3[CH:5]=[C:4]([N+:1]([O-:3])=[O:2])[CH:11]=[C:10]([N+:12]([O-:14])=[O:13])[CH:9]=3)=[O:38])=[CH:31][CH:30]=2)=[O:27])[CH2:24][CH2:25]1)[CH2:16][CH2:17][CH2:18][CH3:19]. (5) Given the reactants [CH2:1]([C:8]1[CH:9]=[N:10][C:11]2[C:16]([C:17]=1[C:18]1[CH:19]=[C:20]([OH:24])[CH:21]=[CH:22][CH:23]=1)=[CH:15][CH:14]=[CH:13][C:12]=2[C:25]([F:28])([F:27])[F:26])[C:2]1[CH:7]=[CH:6][CH:5]=[CH:4][CH:3]=1.[C:29]([C:31]1[CH:38]=[CH:37][C:36]([C:39]#[N:40])=[CH:35][C:32]=1[CH2:33]Br)#[N:30], predict the reaction product. The product is: [CH2:1]([C:8]1[CH:9]=[N:10][C:11]2[C:16]([C:17]=1[C:18]1[CH:19]=[C:20]([CH:21]=[CH:22][CH:23]=1)[O:24][CH2:33][C:32]1[CH:35]=[C:36]([C:39]#[N:40])[CH:37]=[CH:38][C:31]=1[C:29]#[N:30])=[CH:15][CH:14]=[CH:13][C:12]=2[C:25]([F:28])([F:26])[F:27])[C:2]1[CH:3]=[CH:4][CH:5]=[CH:6][CH:7]=1. (6) Given the reactants Cl[CH2:2][C:3]1[N:4]=[C:5]([CH:8]([CH3:10])[CH3:9])[O:6][CH:7]=1.CCN(C(C)C)C(C)C.[C:20]([N:27]1[CH2:32][CH2:31][NH:30][CH2:29][CH2:28]1)([O:22][C:23]([CH3:26])([CH3:25])[CH3:24])=[O:21], predict the reaction product. The product is: [CH:8]([C:5]1[O:6][CH:7]=[C:3]([CH2:2][N:30]2[CH2:29][CH2:28][N:27]([C:20]([O:22][C:23]([CH3:26])([CH3:25])[CH3:24])=[O:21])[CH2:32][CH2:31]2)[N:4]=1)([CH3:10])[CH3:9]. (7) The product is: [CH:1]1([N:5]2[CH2:6][CH2:7][CH:8]([CH2:11][C:12]([OH:14])=[O:13])[CH2:9][CH2:10]2)[CH2:2][CH2:3][CH2:4]1. Given the reactants [CH:1]1([N:5]2[CH2:10][CH2:9][CH:8]([CH2:11][C:12]([O:14]CC)=[O:13])[CH2:7][CH2:6]2)[CH2:4][CH2:3][CH2:2]1.Cl, predict the reaction product. (8) Given the reactants [NH2:1][C:2]1[C:3]([C:34](OC)=[O:35])=[N:4][C:5]([C:27]2[CH:32]=[CH:31][CH:30]=[C:29]([OH:33])[CH:28]=2)=[N:6][C:7]=1[NH:8][C:9]1[CH:17]=[CH:16][CH:15]=[C:14]2[C:10]=1[CH:11]=[CH:12][N:13]2S(C1C=CC=CC=1)(=O)=O.[NH2:38]C1C(C(OC)=O)=NC(Cl)=NC=1NC1C=CC=C2C=1C=CN2S(C1C=CC=CC=1)(=O)=O.[OH:69][C:70]1C=C(B(O)O)C=CC=1.C1(P(C2CCCCC2)C2C=CC=CC=2C2C(OC)=CC=CC=2OC)CCCCC1.P([O-])([O-])([O-])=O.[K+].[K+].[K+], predict the reaction product. The product is: [OH:33][C:29]1[CH:28]=[C:27]([C:5]2[N:6]=[C:7]3[C:2]([NH:1][C:70](=[O:69])[N:8]3[C:9]3[CH:17]=[CH:16][CH:15]=[C:14]4[C:10]=3[CH:11]=[CH:12][NH:13]4)=[C:3]([C:34]([NH2:38])=[O:35])[N:4]=2)[CH:32]=[CH:31][CH:30]=1.